This data is from Full USPTO retrosynthesis dataset with 1.9M reactions from patents (1976-2016). The task is: Predict the reactants needed to synthesize the given product. (1) Given the product [F:14][C:15]([F:27])([F:26])[C:16]1[CH:17]=[C:18]([S:22]([N:1]([C:2]2[CH:7]=[CH:6][CH:5]=[CH:4][C:3]=2/[CH:8]=[CH:9]/[C:10]([O:12][CH3:13])=[O:11])[S:22]([C:18]2[CH:19]=[CH:20][CH:21]=[C:16]([C:15]([F:14])([F:26])[F:27])[CH:17]=2)(=[O:24])=[O:23])(=[O:24])=[O:23])[CH:19]=[CH:20][CH:21]=1, predict the reactants needed to synthesize it. The reactants are: [NH2:1][C:2]1[CH:7]=[CH:6][CH:5]=[CH:4][C:3]=1/[CH:8]=[CH:9]/[C:10]([O:12][CH3:13])=[O:11].[F:14][C:15]([F:27])([F:26])[C:16]1[CH:17]=[C:18]([S:22](Cl)(=[O:24])=[O:23])[CH:19]=[CH:20][CH:21]=1. (2) Given the product [CH3:35][N:2]([CH3:1])[C:3]([C:5]1[N:10]=[C:9]([NH:11][CH2:12][C:13]2[C:18]([CH3:19])=[CH:17][CH:16]=[CH:15][C:14]=2[CH2:20][CH3:21])[C:8]2[N:22]=[C:23]([CH3:34])[NH:24][C:7]=2[CH:6]=1)=[O:4], predict the reactants needed to synthesize it. The reactants are: [CH3:1][N:2]([CH3:35])[C:3]([C:5]1[N:10]=[C:9]([NH:11][CH2:12][C:13]2[C:18]([CH3:19])=[CH:17][CH:16]=[CH:15][C:14]=2[CH2:20][CH3:21])[C:8]2[N:22]=[C:23]([CH3:34])[N:24](COCC3C=CC=CC=3)[C:7]=2[CH:6]=1)=[O:4].C([O-])=O.[NH4+]. (3) Given the product [CH2:45]([O:44][CH2:43][CH2:42][CH2:41][C:27]1([CH2:25][OH:24])[C:28]2[CH:29]=[CH:30][CH:31]=[CH:32][C:33]=2[O:34][C:35]2[C:40]1=[CH:39][CH:38]=[CH:37][CH:36]=2)[CH3:46], predict the reactants needed to synthesize it. The reactants are: C(C1(CO)C2C=CC=CC=2OC2C1=CC=CC=2)CCCCC.C[O:24][C:25]([C:27]1([CH2:41][CH2:42][CH2:43][O:44][CH2:45][CH3:46])[C:40]2[CH:39]=[CH:38][CH:37]=[CH:36][C:35]=2[O:34][C:33]2[C:28]1=[CH:29][CH:30]=[CH:31][CH:32]=2)=O. (4) Given the product [O:1]1[CH:5]=[CH:4][CH:3]=[C:2]1[CH:6]([OH:7])[CH2:14][CH:13]=[CH2:12], predict the reactants needed to synthesize it. The reactants are: [O:1]1[CH:5]=[CH:4][CH:3]=[C:2]1[CH:6]=[O:7].C(O[CH2:12][CH:13]=[CH2:14])(=O)C.O.CCN(CC)CC.CC1C(C)=C(C)C(C)=C(C)C=1C. (5) Given the product [C:2]([C:4]1([NH:7][C:8]([C@@H:10]2[CH2:14][C@@H:13]([S:15]([C:18]3[CH:23]=[CH:22][CH:21]=[CH:20][C:19]=3[Cl:24])(=[O:17])=[O:16])[CH2:12][N:11]2[CH2:28][CH2:27][C:26]([F:31])([F:30])[F:25])=[O:9])[CH2:6][CH2:5]1)#[N:3], predict the reactants needed to synthesize it. The reactants are: Cl.[C:2]([C:4]1([NH:7][C:8]([C@@H:10]2[CH2:14][C@@H:13]([S:15]([C:18]3[CH:23]=[CH:22][CH:21]=[CH:20][C:19]=3[Cl:24])(=[O:17])=[O:16])[CH2:12][NH:11]2)=[O:9])[CH2:6][CH2:5]1)#[N:3].[F:25][C:26]([F:31])([F:30])[CH2:27][CH:28]=O. (6) Given the product [CH:1]([C:4]1[CH:9]=[CH:8][C:7]([NH:10][C:11](=[O:13])[CH3:12])=[C:6]([N+:14]([O-:16])=[O:15])[CH:5]=1)([CH3:3])[CH3:2], predict the reactants needed to synthesize it. The reactants are: [CH:1]([C:4]1[CH:9]=[CH:8][C:7]([NH:10][C:11](=[O:13])[CH3:12])=[CH:6][CH:5]=1)([CH3:3])[CH3:2].[N+:14]([O-])([OH:16])=[O:15].OS(O)(=O)=O. (7) Given the product [CH2:26]([O:25][C:23]([N:6]1[CH:7]=[CH:8][C:3](=[O:2])[CH2:4][CH:5]1[C:9]1[CH:14]=[CH:13][CH:12]=[CH:11][CH:10]=1)=[O:24])[C:27]1[CH:32]=[CH:31][CH:30]=[CH:29][CH:28]=1, predict the reactants needed to synthesize it. The reactants are: C[O:2][C:3]1[CH:8]=[CH:7][N:6]=[CH:5][CH:4]=1.[C:9]1([Mg]Br)[CH:14]=[CH:13][CH:12]=[CH:11][CH:10]=1.O1CCCC1.Cl[C:23]([O:25][CH2:26][C:27]1[CH:32]=[CH:31][CH:30]=[CH:29][CH:28]=1)=[O:24].C(O)(=O)CC(CC(O)=O)(C(O)=O)O. (8) Given the product [OH:16][CH2:15][C:14](=[CH2:25])[CH2:13][CH2:12][N:3]1[C:4](=[O:11])[C:5]2[C:10](=[CH:9][CH:8]=[CH:7][CH:6]=2)[C:2]1=[O:1].[OH:41][CH2:40][CH2:39][C:38](=[CH2:50])[CH2:37][N:28]1[C:29](=[O:36])[C:30]2[C:35](=[CH:34][CH:33]=[CH:32][CH:31]=2)[C:27]1=[O:26], predict the reactants needed to synthesize it. The reactants are: [O:1]=[C:2]1[C:10]2[C:5](=[CH:6][CH:7]=[CH:8][CH:9]=2)[C:4](=[O:11])[N:3]1[CH2:12][CH2:13][C:14](=[CH2:25])[CH2:15][O:16]C(=O)C1C=CC=CC=1.[O:26]=[C:27]1[C:35]2[C:30](=[CH:31][CH:32]=[CH:33][CH:34]=2)[C:29](=[O:36])[N:28]1[CH2:37][C:38](=[CH2:50])[CH2:39][CH2:40][O:41]C(=O)C1C=CC=CC=1.[OH-].[Na+]. (9) Given the product [O:15]=[C:9]1[NH:8]/[C:7](=[N:16]\[N:17]=[CH:19]/[CH2:20][CH2:21][NH:22][C:23](=[O:32])[O:24][CH2:25][C:26]2[CH:31]=[CH:30][CH:29]=[CH:28][CH:27]=2)/[N:6]([CH2:1][CH2:2][CH2:3][CH2:4][CH3:5])[C:14]2[N:13]=[CH:12][NH:11][C:10]1=2, predict the reactants needed to synthesize it. The reactants are: [CH2:1]([N:6]1[C:14]2[N:13]=[CH:12][NH:11][C:10]=2[C:9](=[O:15])[NH:8]/[C:7]/1=[N:16]\[NH2:17])[CH2:2][CH2:3][CH2:4][CH3:5].O=[CH:19][CH2:20][CH2:21][NH:22][C:23](=[O:32])[O:24][CH2:25][C:26]1[CH:31]=[CH:30][CH:29]=[CH:28][CH:27]=1. (10) Given the product [NH2:18][C@@H:19]1[CH2:24][CH2:23][C@H:22]([NH:25][C:5](=[O:7])[C:4]2[CH:8]=[CH:9][C:10]([F:11])=[C:2]([Cl:1])[CH:3]=2)[CH2:21][CH2:20]1, predict the reactants needed to synthesize it. The reactants are: [Cl:1][C:2]1[CH:3]=[C:4]([CH:8]=[CH:9][C:10]=1[F:11])[C:5]([OH:7])=O.C(OC(=O)[NH:18][C@H:19]1[CH2:24][CH2:23][C@@H:22]([NH2:25])[CH2:21][CH2:20]1)(C)(C)C.C1C=CC2N(O)N=NC=2C=1.O.CCN=C=NCCCN(C)C.Cl.